From a dataset of Forward reaction prediction with 1.9M reactions from USPTO patents (1976-2016). Predict the product of the given reaction. (1) Given the reactants [I:1][C:2]1[CH:9]=[CH:8][C:5]([CH:6]=O)=[CH:4][CH:3]=1.[CH3:10][C:11]([S:14]([NH2:16])=[O:15])([CH3:13])[CH3:12].CO.C(=O)(O)[O-].[Na+], predict the reaction product. The product is: [I:1][C:2]1[CH:9]=[CH:8][C:5]([CH:6]=[N:16][S:14]([C:11]([CH3:13])([CH3:12])[CH3:10])=[O:15])=[CH:4][CH:3]=1. (2) The product is: [NH2:8][C:5]1[CH:6]=[CH:7][C:2]([CH3:1])=[C:3]([N:11]2[CH2:15][CH2:14][O:13][C:12]2=[O:16])[CH:4]=1. Given the reactants [CH3:1][C:2]1[CH:7]=[CH:6][C:5]([N+:8]([O-])=O)=[CH:4][C:3]=1[N:11]1[CH2:15][CH2:14][O:13][C:12]1=[O:16].BrC1C=C([N+]([O-])=O)C=CC=1C.N[C@@H]1CCCC[C@H]1N.O1CCNC1=O.C(=O)([O-])[O-].[K+].[K+], predict the reaction product. (3) Given the reactants C(OC(=O)C)(=[O:3])C.[CH2:8]([S:11][C:12]1[CH:17]=[CH:16][N+:15]([O-])=[CH:14][C:13]=1[CH3:19])[CH2:9][CH3:10].C(OCC)(=O)C, predict the reaction product. The product is: [CH2:8]([S:11][C:12]1[CH:17]=[CH:16][NH:15][C:14](=[O:3])[C:13]=1[CH3:19])[CH2:9][CH3:10].